From a dataset of Human liver microsome stability data. Regression/Classification. Given a drug SMILES string, predict its absorption, distribution, metabolism, or excretion properties. Task type varies by dataset: regression for continuous measurements (e.g., permeability, clearance, half-life) or binary classification for categorical outcomes (e.g., BBB penetration, CYP inhibition). Dataset: hlm. (1) The molecule is O=C(O)c1c(O)c(C2(c3ccc(Cl)cc3)CC2)nc2c(C(F)(F)F)cccc12. The result is 0 (unstable in human liver microsomes). (2) The molecule is COc1cccc(CN2C(=O)C(C3=NS(=O)(=O)c4cc(NS(C)(=O)=O)ccc4N3)=C(O)[C@@H]3[C@@H]4CC[C@@H](C4)[C@@H]32)c1. The result is 0 (unstable in human liver microsomes). (3) The result is 0 (unstable in human liver microsomes). The molecule is CCc1nc2ccc(Cl)cn2c1C(=O)NCc1ccc(-c2ccccc2Cl)cc1. (4) The drug is Cn1c(=O)cc(N2CCC[C@@H](N)C2)n(Cc2cc(F)ccc2Br)c1=O. The result is 0 (unstable in human liver microsomes). (5) The molecule is O=C(NCCC(c1ccccc1)c1ccccc1)c1ccc(CCN2CCCC2)nc1. The result is 0 (unstable in human liver microsomes). (6) The molecule is CS(=O)(=O)Nc1ccc2c(c1)S(=O)(=O)NC(C1=C(O)C3CCCC3N(CC3CCC3)C1=O)=N2. The result is 1 (stable in human liver microsomes). (7) The compound is O=C(N[C@@H](Cn1ccnc1)c1ccc(Cl)cc1Cl)c1ccc(-c2nnc(-c3cc(F)cc(-c4ncncc4F)c3)o2)cc1. The result is 0 (unstable in human liver microsomes). (8) The molecule is CN1CCN(c2cc(CN(C)[C@H]3CCCc4cccnc43)ncn2)CC1. The result is 1 (stable in human liver microsomes). (9) The result is 1 (stable in human liver microsomes). The compound is C[C@@H]1CN(c2ccc(F)cc2C(F)(F)F)CCN1S(=O)(=O)c1nc(C(C)(O)C(F)(F)F)n(C)n1.